Dataset: Catalyst prediction with 721,799 reactions and 888 catalyst types from USPTO. Task: Predict which catalyst facilitates the given reaction. (1) Reactant: [N:1]([C:4]1[C:13]([C:14]2[CH:19]=[CH:18][C:17]([C:20]([O:22][CH:23]([CH3:25])[CH3:24])=[O:21])=[CH:16][CH:15]=2)=[N:12][C:11]([Br:26])=[CH:10][C:5]=1[C:6]([O:8][CH3:9])=[O:7])=[N+]=[N-]. Product: [Br:26][C:11]1[CH:10]=[C:5]([C:6]([O:8][CH3:9])=[O:7])[C:4]2[NH:1][C:15]3[CH:16]=[C:17]([C:20]([O:22][CH:23]([CH3:25])[CH3:24])=[O:21])[CH:18]=[CH:19][C:14]=3[C:13]=2[N:12]=1. The catalyst class is: 262. (2) Reactant: [Br:1][C:2]1[CH:3]=[CH:4][C:5]([C:9](=[NH:12])[NH:10][NH2:11])=[N:6][C:7]=1[CH3:8].[CH:13](O)=O. Product: [Br:1][C:2]1[C:7]([CH3:8])=[N:6][C:5]([C:9]2[NH:12][CH:13]=[N:11][N:10]=2)=[CH:4][CH:3]=1. The catalyst class is: 5. (3) The catalyst class is: 10. Reactant: [CH2:1]([O:5][C:6]1[CH:14]=[CH:13][C:9]([C:10](Cl)=[O:11])=[CH:8][CH:7]=1)[CH2:2][CH2:3][CH3:4].CCN(CC)CC.[NH2:22][C:23]1[CH:24]=[N:25][C:26]2[C:31]([CH:32]=1)=[CH:30][CH:29]=[CH:28][CH:27]=2. Product: [CH2:1]([O:5][C:6]1[CH:14]=[CH:13][C:9]([C:10]([NH:22][C:23]2[CH:24]=[N:25][C:26]3[C:31]([CH:32]=2)=[CH:30][CH:29]=[CH:28][CH:27]=3)=[O:11])=[CH:8][CH:7]=1)[CH2:2][CH2:3][CH3:4]. (4) Reactant: [Br:1][C:2]1[CH:7]=[CH:6][C:5]([CH:8]2[NH:12][C:11]3([CH2:17][CH2:16][CH2:15][CH2:14][CH2:13]3)[NH:10][C:9]2=[O:18])=[CH:4][CH:3]=1.BrN1C(=O)CCC1=O.C(=O)([O-])O.[Na+]. Product: [Br:1][C:2]1[CH:3]=[CH:4][C:5]([C:8]2[C:9](=[O:18])[NH:10][C:11]3([CH2:17][CH2:16][CH2:15][CH2:14][CH2:13]3)[N:12]=2)=[CH:6][CH:7]=1. The catalyst class is: 2. (5) Reactant: C[O:2][C:3](=[O:41])[C:4]1[CH:40]=[CH:39][CH:38]=[C:6]([C:7]([NH:9][C:10]2[C:11]([C:34]([F:37])([F:36])[F:35])=[N:12][C:13]([O:16][CH2:17][C:18]3[C:19]([C:26]4[C:31]([Cl:32])=[CH:30][CH:29]=[CH:28][C:27]=4[Cl:33])=[N:20][O:21][C:22]=3[CH:23]([CH3:25])[CH3:24])=[CH:14][CH:15]=2)=[O:8])[CH:5]=1.[OH-].[Na+]. Product: [Cl:32][C:31]1[CH:30]=[CH:29][CH:28]=[C:27]([Cl:33])[C:26]=1[C:19]1[C:18]([CH2:17][O:16][C:13]2[N:12]=[C:11]([C:34]([F:37])([F:36])[F:35])[C:10]([NH:9][C:7](=[O:8])[C:6]3[CH:5]=[C:4]([CH:40]=[CH:39][CH:38]=3)[C:3]([OH:41])=[O:2])=[CH:15][CH:14]=2)=[C:22]([CH:23]([CH3:25])[CH3:24])[O:21][N:20]=1. The catalyst class is: 24. (6) Reactant: [CH3:1][C:2]1[O:6][N:5]=[C:4]([C:7]2[CH:12]=[CH:11][CH:10]=[CH:9][C:8]=2[C:13]([F:16])([F:15])[F:14])[C:3]=1[C:17]([OH:19])=O.Cl.C(N=C=NCCCN(C)C)C.[Cl:32][C:33]1[CH:34]=[C:35]([N:40]2[CH2:45][CH2:44][NH:43][CH2:42][CH2:41]2)[CH:36]=[CH:37][C:38]=1[Cl:39]. Product: [Cl:32][C:33]1[CH:34]=[C:35]([N:40]2[CH2:45][CH2:44][N:43]([C:17]([C:3]3[C:4]([C:7]4[CH:12]=[CH:11][CH:10]=[CH:9][C:8]=4[C:13]([F:14])([F:15])[F:16])=[N:5][O:6][C:2]=3[CH3:1])=[O:19])[CH2:42][CH2:41]2)[CH:36]=[CH:37][C:38]=1[Cl:39]. The catalyst class is: 4. (7) Reactant: [Cl:1][C:2]1[CH:3]=[CH:4][C:5]([C@@:8]([C:17]2[CH:22]=[C:21]([C:23]([F:26])([F:25])[F:24])[CH:20]=[C:19]([F:27])[CH:18]=2)([NH2:16])[CH2:9][C:10]2[CH:15]=[CH:14][CH:13]=[CH:12][CH:11]=2)=[N:6][CH:7]=1.FC(F)(C(F)(F)F)C([O:32][C:33](=O)[C:34]([F:40])([F:39])[C:35]([F:38])([F:37])[F:36])=O. Product: [Cl:1][C:2]1[CH:3]=[CH:4][C:5]([C@:8]([NH:16][C:33](=[O:32])[C:34]([F:40])([F:39])[C:35]([F:38])([F:37])[F:36])([C:17]2[CH:22]=[C:21]([C:23]([F:26])([F:24])[F:25])[CH:20]=[C:19]([F:27])[CH:18]=2)[CH2:9][C:10]2[CH:11]=[CH:12][CH:13]=[CH:14][CH:15]=2)=[N:6][CH:7]=1. The catalyst class is: 202. (8) Reactant: [Br:1][C:2]1[CH:3]=[C:4]([CH2:9][CH2:10][C:11]([OH:13])=O)[CH:5]=[CH:6][C:7]=1[F:8].CN(C)C=O.C(Cl)(=O)C([Cl:22])=O. Product: [Br:1][C:2]1[CH:3]=[C:4]([CH2:9][CH2:10][C:11]([Cl:22])=[O:13])[CH:5]=[CH:6][C:7]=1[F:8]. The catalyst class is: 4. (9) Reactant: [CH:1]([C:3]1[O:11][C:10]2[C:9]([C:12]3[CH:13]=[C:14]([CH:24]=[CH:25][CH:26]=3)[O:15][C:16]3[CH:23]=[CH:22][CH:21]=[CH:20][C:17]=3[C:18]#[N:19])=[CH:8][N:7]=[CH:6][C:5]=2[CH:4]=1)=O.[CH2:27]1[S:33][C:31](=[O:32])[NH:30][C:28]1=[O:29].NCCC(O)=O. Product: [O:32]=[C:31]1[NH:30][C:28](=[O:29])/[C:27](=[CH:1]/[C:3]2[O:11][C:10]3[C:9]([C:12]4[CH:13]=[C:14]([CH:24]=[CH:25][CH:26]=4)[O:15][C:16]4[CH:23]=[CH:22][CH:21]=[CH:20][C:17]=4[C:18]#[N:19])=[CH:8][N:7]=[CH:6][C:5]=3[CH:4]=2)/[S:33]1. The catalyst class is: 15. (10) Reactant: [CH3:1][O:2][C:3]1[C:8]2[C:9](=[O:18])[NH:10][N:11]([CH:12]3[CH2:17][CH2:16][O:15][CH2:14][CH2:13]3)[C:7]=2[CH:6]=[CH:5][N:4]=1.N1C=CC=CC=1.[F:25][C:26]([F:39])([F:38])[S:27](O[S:27]([C:26]([F:39])([F:38])[F:25])(=[O:29])=[O:28])(=[O:29])=[O:28].[Cl-].[NH4+]. Product: [F:25][C:26]([F:39])([F:38])[S:27]([O:18][C:9]1[C:8]2[C:3]([O:2][CH3:1])=[N:4][CH:5]=[CH:6][C:7]=2[N:11]([CH:12]2[CH2:17][CH2:16][O:15][CH2:14][CH2:13]2)[N:10]=1)(=[O:29])=[O:28]. The catalyst class is: 10.